Dataset: Experimentally validated miRNA-target interactions with 360,000+ pairs, plus equal number of negative samples. Task: Binary Classification. Given a miRNA mature sequence and a target amino acid sequence, predict their likelihood of interaction. (1) The protein sequence of the target gene is MEPSVDANSITITVEGMTCISCVRTIEQQIGKVNGVHHIKVSLEEKSATIIYDPKLQTPKTLQEAIDDMGFDALLHNANPLPVLTNTVFLTVTAPLTLPWDHIQSTLLKTKGVTGVKISPQQRSAVVTIIPSVVSASQIVELVPDLSLDMGTQEKKSGACEEHSTPQAGEVMLKMKVEGMTCHSCTSTIEGKVGKLQGVQRIKVSLDNQEATIVFQPHLITAEEIKKQIEAVGFPAFIKKQPKYLKLGAIDVERLKNTPVKSSEGSQQKSPSYPSDSTTMFTIEGMHCKSCVSNIESALS.... The miRNA is hsa-miR-5011-3p with sequence GUGCAUGGCUGUAUAUAUAACA. Result: 0 (no interaction). (2) The miRNA is rno-miR-99a-5p with sequence AACCCGUAGAUCCGAUCUUGUG. The protein sequence of the target gene is MEQLKAFDNEVNAFLDNMFGPRDSRVRGWFLLDSYLPTFILTITYLLSIWLGNKYMKNRPALSLRGILTLYNLAITLLSAYMLVELILSSWEGGYNLQCQNLDSAGEGDVRVAKVLWWYYFSKLVEFLDTIFFVLRKKTNQITFLHVYHHASMFNIWWCVLNWIPCGQSFFGPTLNSFIHILMYSYYGLSVFPSMHKYLWWKKYLTQAQLVQFVLTITHTLSAVVKPCGFPFGCLIFQSSYMMTLVILFLNFYIQTYRKKPVKKELQEKEVKNGFPKAHLIVANGMTDKKAQ. Result: 0 (no interaction). (3) The miRNA is hsa-miR-6858-3p with sequence CAGCCAGCCCCUGCUCACCCCU. The protein sequence of the target gene is MGYDVTRFQGDVDEDLICPICSGVLEEPVQAPHCEHAFCNACITQWFSQQQTCPVDRSVVTVAHLRPVPRIMRNMLSKLQIACDNAVFGCSAVVRLDNLMSHLSDCEHNPKRPVTCEQGCGLEMPKDELPNHNCIKHLRSVVQQQQTRIAELEKTSAEHKHQLAEQKRDIQLLKAYMRAIRSVNPNLQNLEETIEYNEILEWVNSLQPARVTRWGGMISTPDAVLQAVIKRSLVESGCPASIVNELIENAHERSWPQGLATLETRQMNRRYYENYVAKRIPGKQAVVVMACENQHMGDDM.... Result: 0 (no interaction). (4) The miRNA is hsa-miR-193b-5p with sequence CGGGGUUUUGAGGGCGAGAUGA. The protein sequence of the target gene is MSGARCRTLYPFSGERHGQGLRFAAGELITLLQVPDGGWWEGEKEDGLRGWFPASYVQLLEKPGMVPPPPGEESQTVILPPGWQSYLSPQGRRYYVNTTTNETTWERPSSSPGIPASPGSHRSSLPPTVNGYHASGTPAHPPETAHMSVRKSTGDSQNLGSSSPSKKQSKENTITINCVTFPHPDTMPEQQLLKPTEWSYCDYFWADKKDPQGNGTVAGFELLLQKQLKGKQMQKEMSEFIRERIKIEEDYAKNLAKLSQNSLASQEEGSLGEAWAQVKKSLADEAEVHLKFSAKLHSEV.... Result: 0 (no interaction). (5) The miRNA is mmu-miR-181a-5p with sequence AACAUUCAACGCUGUCGGUGAGU. The protein sequence of the target gene is MCRSLRYCVSHCLYLAMTRLEEVNREVNMHSSVRYLGYLARINLLVAICLGLYVRWEKTANSLILVIFILGLFVLGIASILYYYFSMEAASLSLSNLWFGFLLGLLCFLDNSSFKSDVKEETTKYLLLTSIVLRILCALVERISGYVRHRPTLLTTVEFLELVGFAIASTTMLVEKSLSVILLVMALAMLIIDLRMKSFLAIPNLIIFSVLLFFSSLETPQNPIAFACFFICLVTDPFLDIYFSGLSVTERWKPFLHRGRICRRLSVLFTAMIELTFFILSAFKLRDTHLWYFVIPGFSI.... Result: 1 (interaction). (6) The miRNA is hsa-miR-6820-3p with sequence UGUGACUUCUCCCCUGCCACAG. The protein sequence of the target gene is MAGDVGGRSCTDAELLLHPELLSQEFLLLTLEQKNIAVENEVRVNKDNLTDLYVQHAIPLPQRDLPKNRWGKMMEKKREHHEVKNDTKRSSAVDGLRKRPLIVFDGSSTSTSIKVKRTENGADDRLKPLAQIGSTSDAFWKSPNSSSRISPLVLFSNLPVNHKMEHNNNDTQQNHDLMNRKSPSGPVKSPPLSPVGTTPVKLKRAAPKEEAEATNHLKPPEVKRKIQHVTWP. Result: 0 (no interaction). (7) Result: 0 (no interaction). The protein sequence of the target gene is MVDELVLLLHALLMRHRALSIENSQLMEQLRLLVCERASLLRQVRPPSCPVPFPETFNGESSRLPEFIVQTASYMLVNENRFCNDAMKVAFLISLLTGEAEEWVVPYIEMDSPILGDYRAFLDEMKQCFGWDDDEDDDDEEEEDDY. The miRNA is dme-miR-13b-3p with sequence UAUCACAGCCAUUUUGACGAGU. (8) The miRNA is hsa-miR-513a-5p with sequence UUCACAGGGAGGUGUCAU. The protein sequence of the target gene is MQKASVLLFLAWVCFLFYAGIALFTSGFLLTRLELTNHSSCQEPPGPGSLPWGSQGKPGACWMASRFSRVVLVLIDALRFDFAQPQHSHVPREPPVSLPFLGKLSSLQRILEIQPHHARLYRSQVDPPTTTMQRLKALTTGSLPTFIDAGSNFASHAIVEDNLIKQLTSAGRRVVFMGDDTWKDLFPGAFSKAFFFPSFNVRDLDTVDNGILEHLYPTMDSGEWDVLIAHFLGVDHCGHKHGPHHPEMAKKLSQMDQVIQGLVERLENDTLLVVAGDHGMTTNGDHGGDSELEVSAALFL.... Result: 1 (interaction). (9) The miRNA is hsa-miR-3605-3p with sequence CCUCCGUGUUACCUGUCCUCUAG. The protein sequence of the target gene is MGDDRPFVCNAPGCGQRFTNEDHLAVHKHKHEMTLKFGPARTDSVIIADQTPTPTRFLKNCEEVGLFNELASSFEHEFKKAADEDEKKAAAGPLDMSLPSTPDIKIKEEEPVEVDSSPPDSPASSPCSPPLKEKEVTPKPVLISTPTPTIVRPGSLPLHLGYDPLHPTLPSPTSVITQAPPSNRQMGSPTGSLPLVMHLANGQTMPVLPGPPVQMPSVISLARPVSMVPNIPGIPGPPVNSSGSISPSGHPIPSEAKMRLKATLTHQVSSINGGCGMVVGTASTMVTARPEQSQILIQHP.... Result: 0 (no interaction).